Dataset: Full USPTO retrosynthesis dataset with 1.9M reactions from patents (1976-2016). Task: Predict the reactants needed to synthesize the given product. (1) Given the product [Cl:1][C:2]1[C:7]([CH:8]=[N:26][OH:27])=[C:6]([Cl:10])[N:5]=[C:4]([S:11][CH2:12][C:13]2[CH:18]=[CH:17][CH:16]=[C:15]([F:19])[C:14]=2[F:20])[N:3]=1, predict the reactants needed to synthesize it. The reactants are: [Cl:1][C:2]1[C:7]([CH:8]=O)=[C:6]([Cl:10])[N:5]=[C:4]([S:11][CH2:12][C:13]2[CH:18]=[CH:17][CH:16]=[C:15]([F:19])[C:14]=2[F:20])[N:3]=1.CC(O)=O.Cl.[NH2:26][OH:27]. (2) Given the product [S:16]1[C:17]2[CH:23]=[CH:22][CH:21]=[CH:20][C:18]=2[N:19]=[C:15]1[NH:14][CH:11]1[CH2:10][CH2:9][N:8]([CH2:6][CH:32]([OH:31])[CH2:34][N:35]2[C:43]3[CH2:42][CH2:41][N:40]([C:44](=[O:46])[CH3:45])[CH2:39][C:38]=3[C:37]([C:47]3[CH:52]=[CH:51][C:50]([C:53]([F:56])([F:55])[F:54])=[CH:49][CH:48]=3)=[N:36]2)[CH2:13][CH2:12]1, predict the reactants needed to synthesize it. The reactants are: C(O[C:6]([N:8]1[CH2:13][CH2:12][CH:11]([NH:14][C:15]2[S:16][C:17]3[CH:23]=[CH:22][CH:21]=[CH:20][C:18]=3[N:19]=2)[CH2:10][CH2:9]1)=O)(C)(C)C.FC(F)(F)C(O)=O.[O:31]1C[CH:32]1[CH2:34][N:35]1[C:43]2[CH2:42][CH2:41][N:40]([C:44](=[O:46])[CH3:45])[CH2:39][C:38]=2[C:37]([C:47]2[CH:52]=[CH:51][C:50]([C:53]([F:56])([F:55])[F:54])=[CH:49][CH:48]=2)=[N:36]1. (3) Given the product [F:32][C:29]1[CH:30]=[CH:31][C:26]([C:20]2[CH:21]=[C:22]([C:23]([OH:25])=[O:24])[C:17]3[C:16]([I:37])=[N:15][N:14]([CH:6]4[CH2:5][CH2:4][CH2:3][CH2:2][O:1]4)[C:18]=3[N:19]=2)=[CH:27][C:28]=1[C:33]([O:35][CH3:36])=[O:34], predict the reactants needed to synthesize it. The reactants are: [O:1]1[CH:6]=[CH:5][CH2:4][CH2:3][CH2:2]1.C([N:14]1[C:18]2[N:19]=[C:20]([C:26]3[CH:31]=[CH:30][C:29]([F:32])=[C:28]([C:33]([O:35][CH3:36])=[O:34])[CH:27]=3)[CH:21]=[C:22]([C:23]([OH:25])=[O:24])[C:17]=2[C:16]([I:37])=[N:15]1)C1C=CC=CC=1.OS([O-])(=O)=O.[K+].C(N(CC)CC)C. (4) Given the product [NH2:14][CH2:13][C@:9]([C:3]1[CH:4]=[CH:5][CH:6]=[C:7]([F:8])[C:2]=1[F:1])([OH:17])[CH:10]([F:12])[F:11], predict the reactants needed to synthesize it. The reactants are: [F:1][C:2]1[C:7]([F:8])=[CH:6][CH:5]=[CH:4][C:3]=1[C@:9]([OH:17])([CH2:13][N+:14]([O-])=O)[CH:10]([F:12])[F:11]. (5) Given the product [NH2:7][C:6]1[CH:8]=[CH:9][C:3]([CH2:2][NH:1][C:10](=[O:11])[O:12][C:13]([CH3:16])([CH3:15])[CH3:14])=[CH:4][CH:5]=1, predict the reactants needed to synthesize it. The reactants are: [NH2:1][CH2:2][C:3]1[CH:9]=[CH:8][C:6]([NH2:7])=[CH:5][CH:4]=1.[C:10](O[C:10]([O:12][C:13]([CH3:16])([CH3:15])[CH3:14])=[O:11])([O:12][C:13]([CH3:16])([CH3:15])[CH3:14])=[O:11].